From a dataset of Full USPTO retrosynthesis dataset with 1.9M reactions from patents (1976-2016). Predict the reactants needed to synthesize the given product. (1) The reactants are: C([Sn](CCCC)(CCCC)[C:6]1[CH:11]=[CH:10][N:9]=[CH:8][CH:7]=1)CCC.Br[C:21]1[CH:22]=[C:23]2[C:27](=[CH:28][CH:29]=1)[C:26](=[O:30])[N:25]([CH2:31][C:32]1[CH:37]=[CH:36][C:35]([CH3:38])=[CH:34][CH:33]=1)[CH2:24]2. Given the product [CH3:38][C:35]1[CH:34]=[CH:33][C:32]([CH2:31][N:25]2[CH2:24][C:23]3[C:27](=[CH:28][CH:29]=[C:21]([C:8]4[CH:7]=[CH:6][CH:11]=[CH:10][N:9]=4)[CH:22]=3)[C:26]2=[O:30])=[CH:37][CH:36]=1, predict the reactants needed to synthesize it. (2) Given the product [NH:1]1[C:5]2=[N:6][CH:7]=[CH:8][C:9]([C:10]#[C:11][C:12]3[CH:26]=[CH:25][CH:24]=[CH:23][C:13]=3[CH2:14][NH2:15])=[C:4]2[CH:3]=[CH:2]1, predict the reactants needed to synthesize it. The reactants are: [NH:1]1[C:5]2=[N:6][CH:7]=[CH:8][C:9]([C:10]#[C:11][C:12]3[CH:26]=[CH:25][CH:24]=[CH:23][C:13]=3[CH2:14][NH:15]C(=O)OC(C)(C)C)=[C:4]2[CH:3]=[CH:2]1.Cl.